This data is from Catalyst prediction with 721,799 reactions and 888 catalyst types from USPTO. The task is: Predict which catalyst facilitates the given reaction. (1) Reactant: C(N(C(C)C)CC)(C)C.C(N1C(O[C:18]2[CH:26]=[CH:25][C:21]([C:22](O)=[O:23])=[CH:20][CH:19]=2)=CC(C2C=CC=C(C(NS(CC(F)(F)F)(=O)=O)(C)C)C=2)=N1)C.[O:45]1[CH2:49][CH2:48][CH2:47][CH:46]1[CH2:50][NH2:51]. Product: [O:45]1[CH2:49][CH2:48][CH2:47][CH:46]1[CH2:50][NH:51][C:22](=[O:23])[C:21]1[CH:25]=[CH:26][CH:18]=[CH:19][CH:20]=1. The catalyst class is: 3. (2) Product: [F:1][C:2]1[CH:11]=[C:10]2[C:5]([CH2:6][CH2:7][CH2:8][C:9]2=[N:14][OH:15])=[CH:4][CH:3]=1. Reactant: [F:1][C:2]1[CH:11]=[C:10]2[C:5]([CH2:6][CH2:7][CH2:8][C:9]2=O)=[CH:4][CH:3]=1.Cl.[NH2:14][OH:15].C([O-])(=O)C.[Na+]. The catalyst class is: 6. (3) Reactant: [Br:1][C:2]1[CH:3]=[C:4]([CH2:9][C:10]([NH:12][NH2:13])=[O:11])[CH:5]=[CH:6][C:7]=1[OH:8].[NH:14]1[C:24]2[C:19](=[CH:20][CH:21]=[CH:22][CH:23]=2)[C:17](=O)[C:15]1=[O:16]. Product: [O:16]=[C:15]1[NH:14][C:24]2[C:19](/[C:17]/1=[N:13]/[NH:12][C:10](=[O:11])[CH2:9][C:4]1[CH:5]=[CH:6][C:7]([OH:8])=[C:2]([Br:1])[CH:3]=1)=[CH:20][CH:21]=[CH:22][CH:23]=2. The catalyst class is: 52. (4) Reactant: [CH:1]([N:14]1[C:22]2[C:17](=[CH:18][C:19]([Cl:23])=[CH:20][CH:21]=2)[C:16]([CH2:24][CH2:25][S:26]([C:29]2[CH:34]=[CH:33][C:32]([CH2:35][CH2:36][C:37]([O:39][CH2:40][CH3:41])=[O:38])=[CH:31][CH:30]=2)(=[O:28])=[O:27])=[C:15]1[CH2:42][CH2:43]OS(C)(=O)=O)([C:8]1[CH:13]=[CH:12][CH:11]=[CH:10][CH:9]=1)[C:2]1[CH:7]=[CH:6][CH:5]=[CH:4][CH:3]=1.[N-:49]=[N+:50]=[N-:51].[Na+].CN(C=O)C. The catalyst class is: 6. Product: [N:49]([CH2:43][CH2:42][C:15]1[N:14]([CH:1]([C:2]2[CH:3]=[CH:4][CH:5]=[CH:6][CH:7]=2)[C:8]2[CH:9]=[CH:10][CH:11]=[CH:12][CH:13]=2)[C:22]2[C:17]([C:16]=1[CH2:24][CH2:25][S:26]([C:29]1[CH:34]=[CH:33][C:32]([CH2:35][CH2:36][C:37]([O:39][CH2:40][CH3:41])=[O:38])=[CH:31][CH:30]=1)(=[O:28])=[O:27])=[CH:18][C:19]([Cl:23])=[CH:20][CH:21]=2)=[N+:50]=[N-:51]. (5) Reactant: C(N(CC)CC)C.[NH2:8][CH2:9][CH2:10][C:11]#[CH:12].Cl[CH2:14][C:15]([N:17]1[CH2:36][CH2:35][C:20]2[N:21]=[C:22]([NH:25][CH:26]3[CH2:34][C:33]4[C:28](=[CH:29][CH:30]=[CH:31][CH:32]=4)[CH2:27]3)[N:23]=[CH:24][C:19]=2[CH2:18]1)=[O:16]. Product: [CH2:9]([NH:8][CH2:14][C:15]([N:17]1[CH2:36][CH2:35][C:20]2[N:21]=[C:22]([NH:25][CH:26]3[CH2:27][C:28]4[C:33](=[CH:32][CH:31]=[CH:30][CH:29]=4)[CH2:34]3)[N:23]=[CH:24][C:19]=2[CH2:18]1)=[O:16])[CH2:10][C:11]#[CH:12]. The catalyst class is: 7. (6) Reactant: C([O:3][C:4](=[O:36])[CH2:5][O:6][C:7]1[CH:12]=[CH:11][C:10]([S:13][C:14]2[CH:19]=[C:18]([C:20]#[C:21][CH2:22][N:23]3[CH2:28][CH2:27][O:26][CH2:25][CH2:24]3)[CH:17]=[C:16]([O:29][CH:30]3[CH2:34][CH2:33][CH2:32][CH2:31]3)[CH:15]=2)=[CH:9][C:8]=1[CH3:35])C.[OH-].[Na+].Cl. Product: [CH:30]1([O:29][C:16]2[CH:15]=[C:14]([S:13][C:10]3[CH:11]=[CH:12][C:7]([O:6][CH2:5][C:4]([OH:36])=[O:3])=[C:8]([CH3:35])[CH:9]=3)[CH:19]=[C:18]([C:20]#[C:21][CH2:22][N:23]3[CH2:28][CH2:27][O:26][CH2:25][CH2:24]3)[CH:17]=2)[CH2:31][CH2:32][CH2:33][CH2:34]1. The catalyst class is: 8.